From a dataset of Forward reaction prediction with 1.9M reactions from USPTO patents (1976-2016). Predict the product of the given reaction. (1) Given the reactants [C:1]([O:5][C:6](=[O:33])[C:7]1[CH:12]=[CH:11][CH:10]=[C:9]([O:13][C:14]2[CH:19]=[CH:18][C:17]([NH:20][C:21]3[C:22]4[CH:30]=[C:29](F)[N:28]=[CH:27][C:23]=4[N:24]=[CH:25][N:26]=3)=[CH:16][C:15]=2[CH3:32])[CH:8]=1)([CH3:4])([CH3:3])[CH3:2].[NH:34]1[CH2:38][CH2:37][CH2:36][CH2:35]1.C1(C(N2CCC(OC3C=CC(NC4C5C=C(N6CCCC6)N=CC=5N=CN=4)=CC=3C)CC2)=O)CCCC1, predict the reaction product. The product is: [C:1]([O:5][C:6](=[O:33])[C:7]1[CH:12]=[CH:11][CH:10]=[C:9]([O:13][C:14]2[CH:19]=[CH:18][C:17]([NH:20][C:21]3[C:22]4[CH:30]=[C:29]([N:34]5[CH2:38][CH2:37][CH2:36][CH2:35]5)[N:28]=[CH:27][C:23]=4[N:24]=[CH:25][N:26]=3)=[CH:16][C:15]=2[CH3:32])[CH:8]=1)([CH3:4])([CH3:3])[CH3:2]. (2) Given the reactants C([O:5][C:6](=[O:20])[CH2:7][N:8]1[C:12]2=[CH:13][N:14]=[CH:15][CH:16]=[C:11]2[C:10]([C:17](=[O:19])[CH3:18])=[CH:9]1)(C)(C)C.[C:21]([OH:27])([C:23]([F:26])([F:25])[F:24])=[O:22], predict the reaction product. The product is: [F:24][C:23]([F:26])([F:25])[C:21]([OH:27])=[O:22].[C:17]([C:10]1[C:11]2[C:12](=[CH:13][N:14]=[CH:15][CH:16]=2)[N:8]([CH2:7][C:6]([OH:20])=[O:5])[CH:9]=1)(=[O:19])[CH3:18].